From a dataset of CYP3A4 inhibition data for predicting drug metabolism from PubChem BioAssay. Regression/Classification. Given a drug SMILES string, predict its absorption, distribution, metabolism, or excretion properties. Task type varies by dataset: regression for continuous measurements (e.g., permeability, clearance, half-life) or binary classification for categorical outcomes (e.g., BBB penetration, CYP inhibition). Dataset: cyp3a4_veith. (1) The molecule is CCn1cc(C(=O)O)c(=O)c2cnc(N3CCNCC3)nc21. The result is 0 (non-inhibitor). (2) The compound is Cc1ncc([N+](=O)[O-])n1CCN=[N+]=[N-]. The result is 0 (non-inhibitor). (3) The drug is COc1cc(/C=N/O)cc(Br)c1OCc1cccc(Cl)c1. The result is 1 (inhibitor). (4) The compound is O=C(O)CONC(=O)c1cc(OCC(F)(F)F)ccc1OCC(F)(F)F. The result is 0 (non-inhibitor).